Predict which catalyst facilitates the given reaction. From a dataset of Catalyst prediction with 721,799 reactions and 888 catalyst types from USPTO. (1) Reactant: Br[CH:2]([CH3:37])[C:3]([C:5]1[CH:6]=[C:7]([C:23]([NH:25][CH2:26][C:27]2[CH:32]=[CH:31][C:30]([S:33]([CH3:36])(=[O:35])=[O:34])=[CH:29][CH:28]=2)=[O:24])[C:8](=[O:22])[N:9]([C:12]2[CH:17]=[CH:16][CH:15]=[C:14]([C:18]([F:21])([F:20])[F:19])[CH:13]=2)[C:10]=1[CH3:11])=O.C([O:44][CH2:45][C:46]([NH2:48])=[S:47])(=O)C(C)(C)C. Product: [CH3:36][S:33]([C:30]1[CH:31]=[CH:32][C:27]([CH2:26][NH:25][C:23]([C:7]2[C:8](=[O:22])[N:9]([C:12]3[CH:17]=[CH:16][CH:15]=[C:14]([C:18]([F:20])([F:19])[F:21])[CH:13]=3)[C:10]([CH3:11])=[C:5]([C:3]3[N:48]=[C:46]([CH2:45][OH:44])[S:47][C:2]=3[CH3:37])[CH:6]=2)=[O:24])=[CH:28][CH:29]=1)(=[O:35])=[O:34]. The catalyst class is: 14. (2) Reactant: [CH2:1]([O:4][CH2:5][CH2:6][N:7]([C@@H:15]1[C@@H:19]([C:20]2[CH:25]=[CH:24][CH:23]=[CH:22][CH:21]=2)[CH2:18][N:17]([S:26]([C:29]2[N:30]=[CH:31][N:32]([CH3:34])[CH:33]=2)(=[O:28])=[O:27])[CH2:16]1)C(=O)OC(C)(C)C)[CH:2]=[CH2:3].[H][H]. Product: [CH3:34][N:32]1[CH:33]=[C:29]([S:26]([N:17]2[CH2:18][C@H:19]([C:20]3[CH:25]=[CH:24][CH:23]=[CH:22][CH:21]=3)[C@@H:15]([NH:7][CH2:6][CH2:5][O:4][CH2:1][CH2:2][CH3:3])[CH2:16]2)(=[O:27])=[O:28])[N:30]=[CH:31]1. The catalyst class is: 312. (3) Reactant: [Cl-].[CH:2]1([NH:5][C:6](=[O:11])[CH2:7][CH2:8][NH2+:9][CH3:10])[CH2:4][CH2:3]1.[CH3:12][N:13]1[C:25]2[CH2:24][CH2:23][CH:22]([CH:26]3[CH2:31][CH2:30][O:29][CH2:28][CH2:27]3)[CH2:21][C:20]=2[C:19]2[C:14]1=[CH:15][CH:16]=[C:17]([C:32]([OH:34])=O)[CH:18]=2.CCN(C(C)C)C(C)C.CN(C(ON1N=NC2C=CC=NC1=2)=[N+](C)C)C.F[P-](F)(F)(F)(F)F. Product: [CH:2]1([NH:5][C:6](=[O:11])[CH2:7][CH2:8][N:9]([CH3:10])[C:32]([C:17]2[CH:18]=[C:19]3[C:14](=[CH:15][CH:16]=2)[N:13]([CH3:12])[C:25]2[CH2:24][CH2:23][CH:22]([CH:26]4[CH2:31][CH2:30][O:29][CH2:28][CH2:27]4)[CH2:21][C:20]3=2)=[O:34])[CH2:4][CH2:3]1. The catalyst class is: 3. (4) Reactant: Cl.[CH3:2][O:3][C:4](=[O:7])[CH2:5][NH2:6].[CH2:8](N(CC)CC)C.[C:15]([C:17]([C:35]#[N:36])=[C:18]([N:21]1[CH2:26][CH2:25][CH2:24][C@@H:23]([NH:27][C:28](=[O:34])[O:29][C:30]([CH3:33])([CH3:32])[CH3:31])[CH2:22]1)SC)#[N:16].C(=O)([O-])O.[Na+]. Product: [CH2:2]([O:3][C:4](=[O:7])[CH2:5][NH:6][C:18]([N:21]1[CH2:26][CH2:25][CH2:24][C@@H:23]([NH:27][C:28]([O:29][C:30]([CH3:31])([CH3:33])[CH3:32])=[O:34])[CH2:22]1)=[C:17]([C:35]#[N:36])[C:15]#[N:16])[CH3:8]. The catalyst class is: 8. (5) Reactant: [C:1]1([N:7]2[C:11]3([CH2:16][CH2:15][NH:14][CH2:13][CH2:12]3)[C:10](=[O:17])[NH:9][CH2:8]2)[CH:6]=[CH:5][CH:4]=[CH:3][CH:2]=1.[C:18]([O:22][C:23](O[C:23]([O:22][C:18]([CH3:21])([CH3:20])[CH3:19])=[O:24])=[O:24])([CH3:21])([CH3:20])[CH3:19]. Product: [C:18]([O:22][C:23]([N:14]1[CH2:13][CH2:12][C:11]2([N:7]([C:1]3[CH:2]=[CH:3][CH:4]=[CH:5][CH:6]=3)[CH2:8][NH:9][C:10]2=[O:17])[CH2:16][CH2:15]1)=[O:24])([CH3:21])([CH3:20])[CH3:19]. The catalyst class is: 503. (6) Reactant: [CH3:1][C:2]1([N+:15]([O-])=O)O[CH:3]1[C:5]1[CH:14]=[CH:13][C:8]([C:9]([O:11][CH3:12])=[O:10])=[CH:7][CH:6]=1.[NH2:18][C:19](=[NH:24])[NH:20][C:21](N)=[S:22]. Product: [NH2:24][C:19]([NH:20][C:21]1[S:22][C:3]([C:5]2[CH:14]=[CH:13][C:8]([C:9]([O:11][CH3:12])=[O:10])=[CH:7][CH:6]=2)=[C:2]([CH3:1])[N:15]=1)=[NH:18]. The catalyst class is: 8. (7) Reactant: [N:1]12[CH2:9][CH2:8][CH:5]([CH2:6][CH2:7]1)[N:4]([C:10]1[CH:11]=[C:12]([C:17]([N+:20]([O-])=O)=[CH:18][N:19]=1)[C:13]([NH:15][CH3:16])=[O:14])[CH2:3][CH2:2]2.[H][H]. Product: [NH2:20][C:17]1[C:12]([C:13]([NH:15][CH3:16])=[O:14])=[CH:11][C:10]([N:4]2[CH:5]3[CH2:6][CH2:7][N:1]([CH2:9][CH2:8]3)[CH2:2][CH2:3]2)=[N:19][CH:18]=1. The catalyst class is: 19. (8) Reactant: [O-][CH2:2]C.[Na+].C(O)C.[C:8]([NH:16][CH:17]([C:23]([O:25][CH2:26][CH3:27])=[O:24])[C:18]([O:20][CH2:21][CH3:22])=[O:19])(=[O:15])[C:9]1[CH:14]=[CH:13][CH:12]=[CH:11][CH:10]=1.Br[CH2:29][CH2:30][CH2:31][CH2:32][CH2:33][CH2:34][O:35][C:36]([CH3:42])([CH3:41])[C:37]([O:39][CH3:40])=[O:38]. Product: [C:8]([NH:16][C:17]([C:23]([O:25][CH2:26][CH3:27])=[O:24])([C:18]([O:20][CH2:21][CH3:22])=[O:19])[CH2:29][CH2:30][CH2:31][CH2:32][CH2:33][CH2:34][O:35][C:36]([CH3:42])([CH3:41])[C:37]([O:39][CH2:40][CH3:2])=[O:38])(=[O:15])[C:9]1[CH:10]=[CH:11][CH:12]=[CH:13][CH:14]=1. The catalyst class is: 8. (9) Reactant: [CH:1]12[CH2:7][CH:4]([CH2:5][CH2:6]1)[CH:3]([C:8]([O-:10])=[O:9])[CH:2]2[C:11]([O-:13])=[O:12].[Na+].[Na+].S(=O)(=O)(O)O. Product: [CH:1]12[CH2:7][CH:4]([CH2:5][CH2:6]1)[CH:3]([C:8]([OH:10])=[O:9])[CH:2]2[C:11]([OH:13])=[O:12]. The catalyst class is: 6.